The task is: Predict the reactants needed to synthesize the given product.. This data is from Full USPTO retrosynthesis dataset with 1.9M reactions from patents (1976-2016). (1) The reactants are: I[C:2]1[C:3]2[N:4]([C:9]([CH2:12][CH:13]3[CH2:15][CH2:14]3)=[N:10][N:11]=2)[CH:5]=[CH:6][C:7]=1[Cl:8].[CH:16]1([B-](F)(F)F)[CH2:18][CH2:17]1.[K+].C12(P(C34CC5CC(CC(C5)C3)C4)CCCC)CC3CC(CC(C3)C1)C2.C([O-])([O-])=O.[Cs+].[Cs+]. Given the product [CH:16]1([C:2]2[C:3]3[N:4]([C:9]([CH2:12][CH:13]4[CH2:15][CH2:14]4)=[N:10][N:11]=3)[CH:5]=[CH:6][C:7]=2[Cl:8])[CH2:18][CH2:17]1, predict the reactants needed to synthesize it. (2) Given the product [CH3:1][O:2][C:3](=[O:23])[CH2:4][CH:5]1[C:9](=[O:10])[N:8]([CH2:11][C:12]2[CH:21]=[CH:20][C:19]3[C:14](=[CH:15][CH:16]=[CH:17][CH:18]=3)[CH:13]=2)[C:7](=[O:22])[N:6]1[CH2:11][C:12]1[CH:21]=[CH:20][C:19]([O:31][CH3:30])=[CH:14][CH:13]=1, predict the reactants needed to synthesize it. The reactants are: [CH3:1][O:2][C:3](=[O:23])[CH2:4][CH:5]1[C:9](=[O:10])[N:8]([CH2:11][C:12]2[CH:21]=[CH:20][C:19]3[C:14](=[CH:15][CH:16]=[CH:17][CH:18]=3)[CH:13]=2)[C:7](=[O:22])[NH:6]1.[H-].[Na+].[Cl-].CN([CH:30]=[O:31])C. (3) Given the product [C:1]([O:5][C:6]([NH:7][C@@H:8]1[CH2:9][CH2:10][C@H:11]([O:14][S:24]([CH3:23])(=[O:26])=[O:25])[CH2:12][CH2:13]1)=[O:15])([CH3:4])([CH3:2])[CH3:3], predict the reactants needed to synthesize it. The reactants are: [C:1]([O:5][C:6](=[O:15])[NH:7][C@H:8]1[CH2:13][CH2:12][C@@H:11]([OH:14])[CH2:10][CH2:9]1)([CH3:4])([CH3:3])[CH3:2].C(N(CC)CC)C.[CH3:23][S:24](Cl)(=[O:26])=[O:25].O. (4) Given the product [Cl:1][C:2]1[CH:12]=[CH:11][C:5]([C:6]([O:8][CH2:9][CH3:10])=[O:7])=[CH:4][N+:3]=1[O-:16], predict the reactants needed to synthesize it. The reactants are: [Cl:1][C:2]1[CH:12]=[CH:11][C:5]([C:6]([O:8][CH2:9][CH3:10])=[O:7])=[CH:4][N:3]=1.FC(F)(F)C(OC(=O)C(F)(F)F)=[O:16]. (5) Given the product [N+:31]([C:34]1[CH:35]=[CH:36][C:37]([S:40]([O:12][CH2:11][C@@H:9]2[CH2:8][N:7]([CH3:13])[C:6]3[CH:14]=[C:2]([F:1])[CH:3]=[CH:4][C:5]=3[O:10]2)(=[O:42])=[O:41])=[CH:38][CH:39]=1)([O-:33])=[O:32], predict the reactants needed to synthesize it. The reactants are: [F:1][C:2]1[CH:3]=[CH:4][C:5]2[O:10][C@H:9]([CH2:11][OH:12])[CH2:8][N:7]([CH3:13])[C:6]=2[CH:14]=1.FC1C=CC(F)=CC=1N.C(N(CC)CC)C.[N+:31]([C:34]1[CH:39]=[CH:38][C:37]([S:40](Cl)(=[O:42])=[O:41])=[CH:36][CH:35]=1)([O-:33])=[O:32]. (6) Given the product [CH3:30][N:31]([CH3:40])[C:32]1[CH:39]=[CH:38][CH:37]=[CH:36][C:33]=1[CH2:34][N:3]1[CH2:7][CH2:6][C@@H:5]([NH:8][C:9]2[N:10]=[CH:11][C:12](/[CH:15]=[CH:16]/[C:17]([O:19][CH3:20])=[O:18])=[N:13][CH:14]=2)[CH2:4]1, predict the reactants needed to synthesize it. The reactants are: Cl.Cl.[NH:3]1[CH2:7][CH2:6][C@@H:5]([NH:8][C:9]2[N:10]=[CH:11][C:12](/[CH:15]=[CH:16]/[C:17]([O:19][CH3:20])=[O:18])=[N:13][CH:14]=2)[CH2:4]1.CCN(C(C)C)C(C)C.[CH3:30][N:31]([CH3:40])[C:32]1[CH:39]=[CH:38][CH:37]=[CH:36][C:33]=1[CH:34]=O.C(O[BH-](OC(=O)C)OC(=O)C)(=O)C.[Na+].C([O-])(O)=O.[Na+]. (7) Given the product [F:26][C:25]1[C:24]([F:27])=[C:23]([F:28])[C:22]([F:29])=[C:21]([F:30])[C:20]=1[C:4]1[CH:5]=[C:6]([CH3:9])[CH:7]=[CH:8][C:3]=1[O:2][CH3:1], predict the reactants needed to synthesize it. The reactants are: [CH3:1][O:2][C:3]1[CH:8]=[CH:7][C:6]([CH3:9])=[CH:5][C:4]=1B1OC(C)(C)C(C)(C)O1.I[C:20]1[C:25]([F:26])=[C:24]([F:27])[C:23]([F:28])=[C:22]([F:29])[C:21]=1[F:30]. (8) Given the product [CH2:21]([O:24][C:25]([N:27]1[CH2:32][CH2:31][N:30]([C:13](=[O:15])[C@@H:12]([NH:11][C:9]([O:8][CH2:1][C:2]2[CH:3]=[CH:4][CH:5]=[CH:6][CH:7]=2)=[O:10])[CH2:16][C:17]([F:20])([F:19])[F:18])[CH2:29][CH2:28]1)=[O:26])[CH2:22][CH3:23], predict the reactants needed to synthesize it. The reactants are: [CH2:1]([O:8][C:9]([NH:11][C@@H:12]([CH2:16][C:17]([F:20])([F:19])[F:18])[C:13]([OH:15])=O)=[O:10])[C:2]1[CH:7]=[CH:6][CH:5]=[CH:4][CH:3]=1.[CH2:21]([O:24][C:25]([N:27]1[CH2:32][CH2:31][NH:30][CH2:29][CH2:28]1)=[O:26])[CH2:22][CH3:23].C(N1CCOCC1)C.[B-](F)(F)(F)F.CCOC(C(C#N)=NOC(N(C)C)=[N+](C)C)=O.